Dataset: Forward reaction prediction with 1.9M reactions from USPTO patents (1976-2016). Task: Predict the product of the given reaction. The product is: [Br:42][C:14]1[N:12]2[CH:13]=[C:8]([C:5]3[CH:4]=[CH:3][C:2]([F:1])=[CH:7][CH:6]=3)[C:9]([C:17]3[CH:18]=[CH:19][C:20]([CH2:23][N:24]4[CH2:29][CH2:28][CH:27]([C:30]5[N:34]=[C:33]([C:35]6[CH:40]=[CH:39][CH:38]=[C:37]([CH3:41])[N:36]=6)[NH:32][N:31]=5)[CH2:26][CH2:25]4)=[CH:21][CH:22]=3)=[N:10][C:11]2=[N:16][CH:15]=1. Given the reactants [F:1][C:2]1[CH:7]=[CH:6][C:5]([C:8]2[C:9]([C:17]3[CH:22]=[CH:21][C:20]([CH2:23][N:24]4[CH2:29][CH2:28][CH:27]([C:30]5[N:34]=[C:33]([C:35]6[CH:40]=[CH:39][CH:38]=[C:37]([CH3:41])[N:36]=6)[NH:32][N:31]=5)[CH2:26][CH2:25]4)=[CH:19][CH:18]=3)=[N:10][C:11]3[N:12]([CH:14]=[CH:15][N:16]=3)[CH:13]=2)=[CH:4][CH:3]=1.[Br:42]N1C(=O)CCC1=O, predict the reaction product.